Dataset: Full USPTO retrosynthesis dataset with 1.9M reactions from patents (1976-2016). Task: Predict the reactants needed to synthesize the given product. (1) The reactants are: [C:1]([O:5][C:6]([NH:8][CH2:9][CH2:10][CH2:11][N:12]1[CH2:31][CH2:30][C:15]2([CH2:19][N:18](C(OCC3C=CC=CC=3)=O)[CH2:17][CH2:16]2)[CH2:14][CH2:13]1)=[O:7])([CH3:4])([CH3:3])[CH3:2]. Given the product [CH2:19]1[C:15]2([CH2:30][CH2:31][N:12]([CH2:11][CH2:10][CH2:9][NH:8][C:6](=[O:7])[O:5][C:1]([CH3:3])([CH3:2])[CH3:4])[CH2:13][CH2:14]2)[CH2:16][CH2:17][NH:18]1, predict the reactants needed to synthesize it. (2) Given the product [CH3:30][S:17][C:16](=[NH:18])[CH:15]([NH:14][C:11]1[CH:10]=[CH:9][C:8]([C:6]#[N:7])=[CH:13][CH:12]=1)[C:19]1[CH:24]=[C:23]([O:25][CH3:26])[CH:22]=[C:21]([O:27][CH3:28])[C:20]=1[F:29], predict the reactants needed to synthesize it. The reactants are: F[B-](F)(F)F.[C:6]([C:8]1[CH:13]=[CH:12][C:11]([NH:14][CH:15]([C:19]2[CH:24]=[C:23]([O:25][CH3:26])[CH:22]=[C:21]([O:27][CH3:28])[C:20]=2[F:29])[C:16]([NH2:18])=[S:17])=[CH:10][CH:9]=1)#[N:7].[C:30](OCC)(=O)C.C(=O)([O-])O.[Na+].